From a dataset of Forward reaction prediction with 1.9M reactions from USPTO patents (1976-2016). Predict the product of the given reaction. (1) Given the reactants C([O:3][C:4]([C:6]1[NH:7][C:8]([CH:12]=[O:13])=[C:9]([CH3:11])[CH:10]=1)=[O:5])C.C(O)C.[OH-].[K+], predict the reaction product. The product is: [CH:12]([C:8]1[NH:7][C:6]([C:4]([OH:5])=[O:3])=[CH:10][C:9]=1[CH3:11])=[O:13]. (2) Given the reactants [OH:1][CH2:2][C:3]1[CH:10]=[CH:9][C:6]([C:7]#[N:8])=[CH:5][CH:4]=1.Cl[C:12]1[CH:23]=[C:16]2[N:17]([CH3:22])[C@H:18]([CH3:21])[CH2:19][CH2:20][N:15]2[C:14](=[O:24])[N:13]=1, predict the reaction product. The product is: [CH3:22][N:17]1[C@H:18]([CH3:21])[CH2:19][CH2:20][N:15]2[C:14](=[O:24])[N:13]=[C:12]([O:1][CH2:2][C:3]3[CH:10]=[CH:9][C:6]([C:7]#[N:8])=[CH:5][CH:4]=3)[CH:23]=[C:16]12. (3) Given the reactants F[C:2]1[CH:7]=[C:6]([O:8][CH3:9])[CH:5]=[CH:4][C:3]=1[C:10]1[NH:19][C:18](=[O:20])[C:17]2[C:12](=[CH:13][C:14]([O:23][CH3:24])=[CH:15][C:16]=2[O:21][CH3:22])[N:11]=1.[N:25]1([CH2:31][CH2:32][NH2:33])[CH2:30][CH2:29][CH2:28][CH2:27][CH2:26]1.C[Si]([N-][Si](C)(C)C)(C)C.[Li+], predict the reaction product. The product is: [CH3:22][O:21][C:16]1[CH:15]=[C:14]([O:23][CH3:24])[CH:13]=[C:12]2[C:17]=1[C:18](=[O:20])[NH:19][C:10]([C:3]1[CH:4]=[CH:5][C:6]([O:8][CH3:9])=[CH:7][C:2]=1[NH:33][CH2:32][CH2:31][N:25]1[CH2:30][CH2:29][CH2:28][CH2:27][CH2:26]1)=[N:11]2. (4) Given the reactants C([O:3][C:4]([C:6]1[C:7]([CH3:17])=[N:8][C:9]2[C:14]([CH:15]=1)=[CH:13][CH:12]=[C:11]([Cl:16])[CH:10]=2)=[O:5])C.[OH-].[Li+], predict the reaction product. The product is: [Cl:16][C:11]1[CH:10]=[C:9]2[C:14]([CH:15]=[C:6]([C:4]([OH:5])=[O:3])[C:7]([CH3:17])=[N:8]2)=[CH:13][CH:12]=1. (5) Given the reactants [CH2:1]([C:3]1[CH:9]=[C:8]([C:10]2[CH:11]=[N:12][N:13]([CH3:15])[CH:14]=2)[CH:7]=[CH:6][C:4]=1[NH2:5])[CH3:2].Cl[C:17]1[N:22]=[CH:21][C:20]2[N:23]=[CH:24][N:25]([CH3:26])[C:19]=2[CH:18]=1.C1(P(C2CCCCC2)C2C=CC=CC=2C2C(C(C)C)=CC(C(C)C)=CC=2C(C)C)CCCCC1.CC(C)([O-])C.[Na+], predict the reaction product. The product is: [CH2:1]([C:3]1[CH:9]=[C:8]([C:10]2[CH:11]=[N:12][N:13]([CH3:15])[CH:14]=2)[CH:7]=[CH:6][C:4]=1[NH:5][C:17]1[N:22]=[CH:21][C:20]2[N:23]=[CH:24][N:25]([CH3:26])[C:19]=2[CH:18]=1)[CH3:2]. (6) Given the reactants [CH:1]1[C:6](=CN=O)[CH:5]=[CH:4][NH:3][CH:2]=1.Cl[N:11]1[C:15](=O)[CH2:14][CH2:13][C:12]1=O.[CH2:18]([O:20]CC)[CH3:19].O, predict the reaction product. The product is: [N:11]1([C:6]2[CH2:1][CH2:2][N:3]([C:18](=[O:20])[CH3:19])[CH2:4][CH:5]=2)[CH2:15][CH2:14][CH2:13][CH2:12]1. (7) Given the reactants C(O[C:6](=[O:23])[NH:7][C:8]1[CH:9]=[N:10][O:11][C:12]=1[C:13]1[CH:18]=[CH:17][CH:16]=[CH:15][C:14]=1[C:19]([F:22])([F:21])[F:20])(C)(C)C.Cl.C(N(C(C)C)CC)(C)C.[Cl:34][C:35]1[CH:40]=[CH:39][N:38]2[N:41]=[CH:42][C:43](C(Cl)=O)=[C:37]2[N:36]=1, predict the reaction product. The product is: [F:22][C:19]([F:20])([F:21])[C:14]1[CH:15]=[CH:16][CH:17]=[CH:18][C:13]=1[C:12]1[O:11][N:10]=[CH:9][C:8]=1[NH:7][C:6]([C:43]1[CH:42]=[N:41][N:38]2[CH:39]=[CH:40][C:35]([Cl:34])=[N:36][C:37]=12)=[O:23]. (8) Given the reactants [Br:1]N1C(=O)CCC1=O.[Cl:9][C:10]1[C:11]2[N:12]([C:16]([CH:19]3[CH2:39][N:23]4[C:24](=[O:38])[CH2:25][N:26]([C:28]([O:30][CH2:31][C:32]5[CH:37]=[CH:36][CH:35]=[CH:34][CH:33]=5)=[O:29])[CH2:27][CH:22]4[CH2:21][CH2:20]3)=[N:17][CH:18]=2)[CH:13]=[CH:14][N:15]=1, predict the reaction product. The product is: [Br:1][C:18]1[N:17]=[C:16]([C@H:19]2[CH2:39][N:23]3[C:24](=[O:38])[CH2:25][N:26]([C:28]([O:30][CH2:31][C:32]4[CH:37]=[CH:36][CH:35]=[CH:34][CH:33]=4)=[O:29])[CH2:27][C@H:22]3[CH2:21][CH2:20]2)[N:12]2[CH:13]=[CH:14][N:15]=[C:10]([Cl:9])[C:11]=12.